From a dataset of Full USPTO retrosynthesis dataset with 1.9M reactions from patents (1976-2016). Predict the reactants needed to synthesize the given product. (1) Given the product [CH:17]1([NH:16][C:14](=[O:15])[C:13]2[CH:20]=[CH:21][CH:22]=[C:11]([C:8]3[C:6]4[N:7]=[C:2]([NH:1][C:24]5[CH:25]=[C:26]([N:31]6[CH2:36][CH2:35][N:34]([CH2:37][CH2:38][OH:39])[CH2:33][CH2:32]6)[N:27]=[C:28]([CH3:30])[N:29]=5)[N:3]=[CH:4][C:5]=4[S:10][CH:9]=3)[CH:12]=2)[CH2:18][CH2:19]1, predict the reactants needed to synthesize it. The reactants are: [NH2:1][C:2]1[N:3]=[CH:4][C:5]2[S:10][CH:9]=[C:8]([C:11]3[CH:12]=[C:13]([CH:20]=[CH:21][CH:22]=3)[C:14]([NH:16][CH:17]3[CH2:19][CH2:18]3)=[O:15])[C:6]=2[N:7]=1.Cl[C:24]1[N:29]=[C:28]([CH3:30])[N:27]=[C:26]([N:31]2[CH2:36][CH2:35][N:34]([CH2:37][CH2:38][OH:39])[CH2:33][CH2:32]2)[CH:25]=1. (2) Given the product [CH3:15][N:16]([CH3:17])[CH2:18][CH2:19][O:20][CH:2]([CH3:1])[CH2:3][C:4]([CH:6]1[C:11]([CH3:13])([CH3:12])[CH2:10][CH2:9][CH:8]=[C:7]1[CH3:14])=[O:5], predict the reactants needed to synthesize it. The reactants are: [CH3:1]/[CH:2]=[CH:3]/[C:4]([CH:6]1[C:11]([CH3:13])([CH3:12])[CH2:10][CH2:9][CH:8]=[C:7]1[CH3:14])=[O:5].[CH3:15][N:16]([CH2:18][CH2:19][OH:20])[CH3:17].CN(C)C(=N)N(C)C. (3) The reactants are: N(OC(C)(C)C)=O.N[C:9]1[N:13]([CH3:14])[N:12]=[CH:11][C:10]=1[C:15]([O:17][CH2:18][CH3:19])=[O:16].Cl.O. Given the product [CH3:14][N:13]1[CH:9]=[C:10]([C:15]([O:17][CH2:18][CH3:19])=[O:16])[CH:11]=[N:12]1, predict the reactants needed to synthesize it. (4) Given the product [O:23]=[C:15]1[N:14]([CH:11]2[CH2:12][CH2:13][N:8]([C:2]3([CH3:1])[CH2:7][CH2:6][N:5]([C:34]([O:36][CH2:37][CH3:38])=[O:35])[CH2:4][CH2:3]3)[CH2:9][CH2:10]2)[C@H:18]2[CH2:19][CH2:20][CH2:21][CH2:22][C@H:17]2[NH:16]1, predict the reactants needed to synthesize it. The reactants are: [CH3:1][C:2]1([N:8]2[CH2:13][CH2:12][CH:11]([N:14]3[C@H:18]4[CH2:19][CH2:20][CH2:21][CH2:22][C@H:17]4[NH:16][C:15]3=[O:23])[CH2:10][CH2:9]2)[CH2:7][CH2:6][NH:5][CH2:4][CH2:3]1.C(N(C(C)C)CC)(C)C.Cl[C:34]([O:36][CH2:37][CH3:38])=[O:35]. (5) Given the product [C:25]([O:28][CH2:21]/[CH:20]=[CH:19]/[CH2:18][O:17][CH2:16][C:11]1[CH:10]=[C:9]([O:8][CH2:7][C:6]2[CH:23]=[CH:24][C:3]([O:2][CH3:1])=[CH:4][CH:5]=2)[CH:14]=[CH:13][C:12]=1[Br:15])(=[O:27])[CH3:26], predict the reactants needed to synthesize it. The reactants are: [CH3:1][O:2][C:3]1[CH:24]=[CH:23][C:6]([CH2:7][O:8][C:9]2[CH:14]=[CH:13][C:12]([Br:15])=[C:11]([CH2:16][O:17][CH2:18]/[CH:19]=[CH:20]/[CH2:21]Br)[CH:10]=2)=[CH:5][CH:4]=1.[C:25]([O-:28])(=[O:27])[CH3:26].[Na+]. (6) The reactants are: [O:1]1[C:5]2[CH:6]=[CH:7][C:8]([C@@H:10]([NH:21][C@H:22]([C:27]([O:29][CH3:30])=[O:28])[CH2:23][CH:24]([CH3:26])[CH3:25])[C:11]([NH:13][C:14]3C=CC=CC=3O)=[O:12])=[CH:9][C:4]=2[CH:3]=[CH:2]1.[C:31](N1C=CN=C1)(N1C=CN=C1)=S.[NH2+]1C2C=CC=CC=2N=N1.F[B-](F)(F)F.CNC. Given the product [O:1]1[C:5]2[CH:6]=[CH:7][C:8]([CH:10]([NH:21][C@H:22]([C:27]([O:29][CH3:30])=[O:28])[CH2:23][CH:24]([CH3:25])[CH3:26])[C:11]([N:13]([CH3:14])[CH3:31])=[O:12])=[CH:9][C:4]=2[CH:3]=[CH:2]1, predict the reactants needed to synthesize it. (7) Given the product [S:3]1[C:4]2[CH:10]=[C:9]([C:11]([O:13][CH2:14][CH3:15])=[O:12])[CH:8]=[CH:7][C:5]=2[N:6]=[CH:2]1, predict the reactants needed to synthesize it. The reactants are: N[C:2]1[S:3][C:4]2[CH:10]=[C:9]([C:11]([O:13][CH2:14][CH3:15])=[O:12])[CH:8]=[CH:7][C:5]=2[N:6]=1.N(OCCCCC)=O.